From a dataset of Forward reaction prediction with 1.9M reactions from USPTO patents (1976-2016). Predict the product of the given reaction. Given the reactants [CH2:1]([O:3][C:4](=[O:13])[CH2:5][CH:6]([C:10](=[O:12])[CH3:11])[C:7](=[O:9])[CH3:8])[CH3:2].[C:14]([O:18][CH2:19][CH3:20])(=[O:17])[CH:15]=[CH2:16].C(O)(=O)C, predict the reaction product. The product is: [CH2:1]([O:3][C:4](=[O:13])[CH2:5][C:6]([C:7](=[O:9])[CH3:8])([C:10](=[O:12])[CH3:11])[CH2:16][CH2:15][C:14]([O:18][CH2:19][CH3:20])=[O:17])[CH3:2].